Dataset: Catalyst prediction with 721,799 reactions and 888 catalyst types from USPTO. Task: Predict which catalyst facilitates the given reaction. (1) Reactant: [N:1]([C:4]1[CH:5]=[C:6]([C:12]([F:15])([F:14])[F:13])[C:7]([C:10]#[N:11])=[N:8][CH:9]=1)=[C:2]=[S:3].C([C:18]1([NH:22][C:23]2[CH:28]=[CH:27][C:26]([CH2:29][CH2:30][CH2:31][C:32]([OH:34])=[O:33])=[CH:25][CH:24]=2)[CH2:21][CH2:20][CH2:19]1)#N.[CH3:35][OH:36].Cl.[CH3:38]N(C=O)C. Product: [C:10]([C:7]1[N:8]=[CH:9][C:4]([N:1]2[C:35](=[O:36])[C:18]3([CH2:21][CH2:20][CH2:19]3)[N:22]([C:23]3[CH:28]=[CH:27][C:26]([CH2:29][CH2:30][CH2:31][C:32]([O:34][CH3:38])=[O:33])=[CH:25][CH:24]=3)[C:2]2=[S:3])=[CH:5][C:6]=1[C:12]([F:15])([F:13])[F:14])#[N:11]. The catalyst class is: 6. (2) Reactant: [C:1](Cl)(=[O:11])[C:2]1[CH:10]=[CH:9][C:5]([C:6](Cl)=[O:7])=[CH:4][CH:3]=1.[NH2:13][C:14]1[CH:22]=[CH:21][CH:20]=[CH:19][C:15]=1[C:16](O)=[O:17].C([N:25]([CH2:28][CH3:29])CC)C.[OH2:30]. Product: [C:5]1([C:6]2[O:7][C:16](=[O:17])[C:15]3[CH:19]=[CH:20][CH:21]=[CH:22][C:14]=3[N:13]=2)[CH:9]=[CH:10][C:2]([C:1]2[O:11][C:9](=[O:30])[C:10]3[CH:2]=[CH:3][CH:4]=[CH:29][C:28]=3[N:25]=2)=[CH:3][CH:4]=1. The catalyst class is: 80. (3) Reactant: Br[C:2]1[N:3]([C:19]#[N:20])[C:4]2[C:9]([C:10]=1[C:11]1[CH:16]=[CH:15][C:14]([O:17][CH3:18])=[CH:13][CH:12]=1)=[CH:8][CH:7]=[CH:6][CH:5]=2.[CH3:21][C:22]1[C:26](B(O)O)=[C:25]([CH3:30])[S:24][N:23]=1.C(=O)([O-])O.[Na+]. Product: [CH3:21][C:22]1[C:26]([C:2]2[N:3]([C:19]#[N:20])[C:4]3[C:9]([C:10]=2[C:11]2[CH:16]=[CH:15][C:14]([O:17][CH3:18])=[CH:13][CH:12]=2)=[CH:8][CH:7]=[CH:6][CH:5]=3)=[C:25]([CH3:30])[S:24][N:23]=1. The catalyst class is: 104. (4) Reactant: [OH:1][C:2]1[CH:7]=[C:6]([CH3:8])[C:5]([C:9]2[CH:14]=[CH:13][CH:12]=[C:11]([CH2:15][O:16][C:17]3[CH:22]=[CH:21][C:20]([C:23]4([CH2:27][C:28]([O:30][CH2:31][CH3:32])=[O:29])[CH2:26][O:25][CH2:24]4)=[CH:19][CH:18]=3)[CH:10]=2)=[C:4]([CH3:33])[CH:3]=1.CC1C=CC(S(O[CH:45]([CH2:48][F:49])[CH2:46][F:47])(=O)=O)=CC=1.C(=O)([O-])[O-].[Cs+].[Cs+]. Product: [F:47][CH2:46][CH:45]([O:1][C:2]1[CH:3]=[C:4]([CH3:33])[C:5]([C:9]2[CH:14]=[CH:13][CH:12]=[C:11]([CH2:15][O:16][C:17]3[CH:22]=[CH:21][C:20]([C:23]4([CH2:27][C:28]([O:30][CH2:31][CH3:32])=[O:29])[CH2:24][O:25][CH2:26]4)=[CH:19][CH:18]=3)[CH:10]=2)=[C:6]([CH3:8])[CH:7]=1)[CH2:48][F:49]. The catalyst class is: 3. (5) Reactant: [Br:1][C:2]1[CH:3]=[C:4]([CH:8]=[C:9]([Br:11])[CH:10]=1)[C:5]([OH:7])=O.[CH3:12][Li]. Product: [Br:11][C:9]1[CH:8]=[C:4]([C:5](=[O:7])[CH3:12])[CH:3]=[C:2]([Br:1])[CH:10]=1. The catalyst class is: 28. (6) Reactant: Br[C:2]1[CH:7]=[C:6]([CH3:8])[CH:5]=[CH:4][N:3]=1.C([Li])CCC.[F:14][C:15]1[CH:22]=[C:21]([CH3:23])[CH:20]=[CH:19][C:16]=1[CH:17]=[O:18]. Product: [F:14][C:15]1[CH:22]=[C:21]([CH3:23])[CH:20]=[CH:19][C:16]=1[CH:17]([C:2]1[CH:7]=[C:6]([CH3:8])[CH:5]=[CH:4][N:3]=1)[OH:18]. The catalyst class is: 27. (7) Reactant: Cl.[NH2:2][OH:3].[OH-].[Na+].C(O[C:9](=[C:11]([C:14]#[N:15])[C:12]#[N:13])[CH3:10])C. Product: [NH2:13][C:12]1[O:3][N:2]=[C:9]([CH3:10])[C:11]=1[C:14]#[N:15]. The catalyst class is: 6. (8) Reactant: [NH2:1][C:2]1[CH:7]=[CH:6][C:5]([NH:8][C:9](=[O:24])[CH2:10][C:11]2[CH:16]=[CH:15][CH:14]=[C:13]([N:17]3[C:21]([CH3:22])=[CH:20][CH:19]=[C:18]3[CH3:23])[N:12]=2)=[CH:4][CH:3]=1.[Cl:25][C:26]1[N:34]=[C:33]([CH3:35])[CH:32]=[CH:31][C:27]=1[C:28](O)=[O:29].F[P-](F)(F)(F)(F)F.N1(O[P+](N2CCCC2)(N2CCCC2)N2CCCC2)C2C=CC=CC=2N=N1.C(N(C(C)C)CC)(C)C.Cl. Product: [Cl:25][C:26]1[N:34]=[C:33]([CH3:35])[CH:32]=[CH:31][C:27]=1[C:28]([NH:1][C:2]1[CH:7]=[CH:6][C:5]([NH:8][C:9](=[O:24])[CH2:10][C:11]2[CH:16]=[CH:15][CH:14]=[C:13]([N:17]3[C:21]([CH3:22])=[CH:20][CH:19]=[C:18]3[CH3:23])[N:12]=2)=[CH:4][CH:3]=1)=[O:29]. The catalyst class is: 255. (9) Reactant: [Br:1][C:2]1[CH:7]=[CH:6][C:5]([OH:8])=[C:4]([CH3:9])[CH:3]=1.[C:10]1(B(O)O)[CH:15]=[CH:14][CH:13]=[CH:12][CH:11]=1.BrC1C=CC(OC2C=CC=CC=2)=C(Cl)C=1.CO[C@@H]1[C@@H](C(OC)=O)[C@@H]2[C@@H](CN3[C@H](C2)C2NC4C=C(OC)C=CC=4C=2CC3)C[C@H]1OC(C1C=C(OC)C(OC)=C(OC)C=1)=O. Product: [Br:1][C:2]1[CH:7]=[CH:6][C:5]([O:8][C:10]2[CH:15]=[CH:14][CH:13]=[CH:12][CH:11]=2)=[C:4]([CH3:9])[CH:3]=1. The catalyst class is: 10.